Dataset: Reaction yield outcomes from USPTO patents with 853,638 reactions. Task: Predict the reaction yield, written as a fraction of the theoretical maximum amount of product (1.0 means a 100% yield; for example, 0.34 means a 34% yield). (1) The reactants are Br[C:2]1[CH:7]=[CH:6][CH:5]=[CH:4][N:3]=1.[CH3:8][O:9][C:10]1[CH:15]=[CH:14][CH:13]=[CH:12][C:11]=1B(O)O.P([O-])([O-])([O-])=O.[K+].[K+].[K+].[Cl-].[NH4+]. The catalyst is C([O-])(=O)C.[Pd+2].C([O-])(=O)C.C1(P(C2C=CC=CC=2)C2C=CC=CC=2)C=CC=CC=1.C(OCC)C.C(COC)OC.O. The product is [CH3:8][O:9][C:10]1[CH:15]=[CH:14][CH:13]=[CH:12][C:11]=1[C:2]1[CH:7]=[CH:6][CH:5]=[CH:4][N:3]=1. The yield is 0.950. (2) The reactants are Br[CH2:2][C:3]1[CH:4]=[C:5]2[C:10](=[CH:11][CH:12]=1)[N:9]=[CH:8][CH:7]=[N:6]2.[C-:13]#[N:14].[Na+]. The catalyst is C(O)C. The product is [N:9]1[C:10]2[C:5](=[CH:4][C:3]([CH2:2][C:13]#[N:14])=[CH:12][CH:11]=2)[N:6]=[CH:7][CH:8]=1. The yield is 0.230. (3) The reactants are [CH3:1][O:2][C:3]1[CH:4]=[C:5]2[C:10](=[CH:11][C:12]=1[O:13][CH3:14])[N:9]=[CH:8][N:7]=[C:6]2[O:15][C:16]1[CH:17]=[C:18]([CH:20]=[CH:21][CH:22]=1)[NH2:19].[CH:23]([C:26]1[CH:30]=[C:29]([NH:31][C:32](=O)[O:33]C2C=CC=CC=2)[O:28][N:27]=1)([CH3:25])[CH3:24].C(N(CC)C(C)C)(C)C. The catalyst is CN(C)C1C=CN=CC=1.O1CCCC1. The product is [CH3:1][O:2][C:3]1[CH:4]=[C:5]2[C:10](=[CH:11][C:12]=1[O:13][CH3:14])[N:9]=[CH:8][N:7]=[C:6]2[O:15][C:16]1[CH:17]=[C:18]([NH:19][C:32]([NH:31][C:29]2[O:28][N:27]=[C:26]([CH:23]([CH3:25])[CH3:24])[CH:30]=2)=[O:33])[CH:20]=[CH:21][CH:22]=1. The yield is 0.190. (4) The reactants are [NH:1]1[C:9]2[C:4](=[CH:5][CH:6]=[C:7]3[O:12][CH2:11][CH2:10][C:8]3=2)[C:3](=O)[C:2]1=O.[BH4-].[Na+].B(F)(F)F.CCOCC. The catalyst is O1CCCC1. The product is [NH:1]1[C:9]2[C:4](=[CH:5][CH:6]=[C:7]3[O:12][CH2:11][CH2:10][C:8]3=2)[CH:3]=[CH:2]1. The yield is 0.428. (5) The reactants are [C:1]([N:5]=[C:6]=[O:7])([CH3:4])([CH3:3])[CH3:2].[CH2:8]([O:10][C:11](=[O:33])[CH:12]([O:30][CH2:31][CH3:32])[CH2:13][C:14]1[CH:19]=[CH:18][C:17]([O:20][CH2:21][CH2:22][C:23]2[CH:28]=[CH:27][C:26]([OH:29])=[CH:25][CH:24]=2)=[CH:16][CH:15]=1)[CH3:9].CCCCCCC. The catalyst is C1(C)C=CC=CC=1. The product is [CH2:8]([O:10][C:11](=[O:33])[CH:12]([O:30][CH2:31][CH3:32])[CH2:13][C:14]1[CH:19]=[CH:18][C:17]([O:20][CH2:21][CH2:22][C:23]2[CH:24]=[CH:25][C:26]([O:29][C:6](=[O:7])[NH:5][C:1]([CH3:4])([CH3:3])[CH3:2])=[CH:27][CH:28]=2)=[CH:16][CH:15]=1)[CH3:9]. The yield is 0.200. (6) The catalyst is O. The reactants are FC(F)(F)C(O)=O.C([O:10][CH:11](OCC)[CH2:12][NH:13][C:14]([C:16]1[S:17][C:18]([C:21]2[CH:26]=[CH:25][C:24]([Cl:27])=[CH:23][CH:22]=2)=[CH:19][CH:20]=1)=[O:15])C. The yield is 0.950. The product is [O:10]=[CH:11][CH2:12][NH:13][C:14]([C:16]1[S:17][C:18]([C:21]2[CH:26]=[CH:25][C:24]([Cl:27])=[CH:23][CH:22]=2)=[CH:19][CH:20]=1)=[O:15]. (7) The reactants are [NH2:1][C:2]1[CH:3]=[CH:4][C:5]([N:12]2[CH2:17][CH2:16][O:15][CH2:14][CH2:13]2)=[C:6]([CH:11]=1)[C:7](OC)=[O:8].[H-].[Al+3].[Li+].[H-].[H-].[H-].O.[OH-].[Na+]. The catalyst is O1CCCC1. The product is [NH2:1][C:2]1[CH:3]=[CH:4][C:5]([N:12]2[CH2:17][CH2:16][O:15][CH2:14][CH2:13]2)=[C:6]([CH2:7][OH:8])[CH:11]=1. The yield is 0.863. (8) The reactants are C([O:3][C:4](=O)[CH:5]([CH2:11][CH:12]=[CH2:13])[C:6](OCC)=[O:7])C.C[O-].[Na+].C(O)(=O)C.[CH:22]([NH2:24])=[NH:23]. The catalyst is C(O)C. The product is [CH2:11]([C:5]1[C:6](=[O:7])[NH:24][CH:22]=[N:23][C:4]=1[OH:3])[CH:12]=[CH2:13]. The yield is 0.570. (9) The reactants are [NH:1]1[CH2:6][CH2:5][CH2:4][CH2:3][CH:2]1[C:7]1[NH:8][C:9]2[C:14]([CH:15]=1)=[CH:13][C:12]([NH2:16])=[CH:11][CH:10]=2.[CH3:17][C:18]([O:21][C:22](O[C:22]([O:21][C:18]([CH3:20])([CH3:19])[CH3:17])=[O:23])=[O:23])([CH3:20])[CH3:19]. The catalyst is CCN(CC)CC.C1COCC1.O. The product is [NH2:16][C:12]1[CH:13]=[C:14]2[C:9](=[CH:10][CH:11]=1)[NH:8][C:7]([CH:2]1[CH2:3][CH2:4][CH2:5][CH2:6][N:1]1[C:22]([O:21][C:18]([CH3:20])([CH3:19])[CH3:17])=[O:23])=[CH:15]2. The yield is 0.0100. (10) The yield is 0.0520. The reactants are CC1C=CC(S(O[CH2:12][N:13]2[CH:18]=[N:17][C:16]([N:19]3[CH2:24][CH2:23][N:22]([C:25]4[CH:30]=[CH:29][C:28]([F:31])=[CH:27][CH:26]=4)[CH2:21][CH2:20]3)=[N:15][C:14]2=[O:32])(=O)=O)=CC=1.N12CCCN=C1CCCCC2.[NH:44]1[C:52]2[C:47](=[CH:48][CH:49]=[CH:50][CH:51]=2)[CH:46]=[N:45]1. The catalyst is ClCCl. The product is [N:44]1[N:45]([CH2:12][N:13]2[CH:18]=[N:17][C:16]([N:19]3[CH2:24][CH2:23][N:22]([C:25]4[CH:30]=[CH:29][C:28]([F:31])=[CH:27][CH:26]=4)[CH2:21][CH2:20]3)=[N:15][C:14]2=[O:32])[CH:46]=[C:47]2[C:52]=1[CH:51]=[CH:50][CH:49]=[CH:48]2.